Dataset: Reaction yield outcomes from USPTO patents with 853,638 reactions. Task: Predict the reaction yield, written as a fraction of the theoretical maximum amount of product (1.0 means a 100% yield; for example, 0.34 means a 34% yield). (1) The reactants are Cl[C:2]1[CH:7]=[C:6]([Cl:8])[N:5]=[CH:4][N:3]=1.[NH2:9][C:10]1[CH:11]=[C:12]([CH:17]=[CH:18][CH:19]=1)[C:13]([O:15][CH3:16])=[O:14].CCN(C(C)C)C(C)C. The catalyst is C(O)CCC. The product is [Cl:8][C:6]1[N:5]=[CH:4][N:3]=[C:2]([NH:9][C:10]2[CH:11]=[C:12]([CH:17]=[CH:18][CH:19]=2)[C:13]([O:15][CH3:16])=[O:14])[CH:7]=1. The yield is 0.340. (2) The reactants are [CH2:1]([C:3]1[N:8]([C:9]2[CH:14]=[CH:13][C:12]([O:15][C:16]([CH3:21])([CH3:20])[CH:17]([OH:19])[CH3:18])=[CH:11][CH:10]=2)[C:7](=[O:22])[C:6]([CH2:23][C:24]2[CH:29]=[CH:28][C:27]([C:30]3[CH:35]=[CH:34][CH:33]=[CH:32][C:31]=3[C:36]3[NH:40][C:39](=[O:41])[O:38][N:37]=3)=[CH:26][CH:25]=2)=[C:5]([CH2:42][CH2:43][CH3:44])[N:4]=1)[CH3:2].CC(OI1(OC(C)=O)(OC(C)=O)OC(=O)C2C1=CC=CC=2)=O.C(OCC)(=O)C.S([O-])([O-])(=O)=S.[Na+].[Na+]. The catalyst is ClCCl.O. The product is [CH3:21][C:16]([CH3:20])([O:15][C:12]1[CH:13]=[CH:14][C:9]([N:8]2[C:7](=[O:22])[C:6]([CH2:23][C:24]3[CH:29]=[CH:28][C:27]([C:30]4[CH:35]=[CH:34][CH:33]=[CH:32][C:31]=4[C:36]4[NH:40][C:39](=[O:41])[O:38][N:37]=4)=[CH:26][CH:25]=3)=[C:5]([CH2:42][CH2:43][CH3:44])[N:4]=[C:3]2[CH2:1][CH3:2])=[CH:10][CH:11]=1)[C:17](=[O:19])[CH3:18]. The yield is 0.890.